This data is from Reaction yield outcomes from USPTO patents with 853,638 reactions. The task is: Predict the reaction yield, written as a fraction of the theoretical maximum amount of product (1.0 means a 100% yield; for example, 0.34 means a 34% yield). (1) The reactants are [Cl:1][C:2]1[CH:7]=[CH:6][C:5]([C:8]2[CH:13]=[CH:12][N:11]([C:14]3[CH:22]=[C:21]4[C:17]([C:18]5[CH2:27][CH2:26][NH:25][CH2:24][C:19]=5[N:20]4[CH3:23])=[CH:16][CH:15]=3)[C:10](=[O:28])[CH:9]=2)=[C:4]([O:29][CH3:30])[CH:3]=1.C=O.[C:33](O[BH-](OC(=O)C)OC(=O)C)(=O)C.[Na+].C([O-])(O)=O.[Na+]. The catalyst is CO.C(Cl)Cl. The product is [Cl:1][C:2]1[CH:7]=[CH:6][C:5]([C:8]2[CH:13]=[CH:12][N:11]([C:14]3[CH:22]=[C:21]4[C:17]([C:18]5[CH2:27][CH2:26][N:25]([CH3:33])[CH2:24][C:19]=5[N:20]4[CH3:23])=[CH:16][CH:15]=3)[C:10](=[O:28])[CH:9]=2)=[C:4]([O:29][CH3:30])[CH:3]=1. The yield is 0.890. (2) The reactants are [CH3:1][C:2]1[CH:11]=[CH:10][CH:9]=[C:8]2[C:3]=1[C:4](=[O:15])[C:5]([C:12]([OH:14])=O)=[CH:6][NH:7]2.[NH2:16][C:17]1[CH:24]=[CH:23][C:22]([N:25]2[CH:29]3[CH2:30][CH2:31][CH:26]2[CH2:27][CH2:28]3)=[CH:21][C:18]=1[C:19]#[N:20].C(P1(=O)OP(CCC)(=O)OP(CCC)(=O)O1)CC.N1C=CC=CC=1. The catalyst is CC1CCCO1.C(OCC)(=O)C. The product is [CH:29]12[N:25]([C:22]3[CH:23]=[CH:24][C:17]([NH:16][C:12]([C:5]4[C:4](=[O:15])[C:3]5[C:8](=[CH:9][CH:10]=[CH:11][C:2]=5[CH3:1])[NH:7][CH:6]=4)=[O:14])=[C:18]([C:19]#[N:20])[CH:21]=3)[CH:26]([CH2:31][CH2:30]1)[CH2:27][CH2:28]2. The yield is 0.490. (3) The reactants are [CH3:1][CH2:2][O:3][C:4]([C:6]1[N:7]([C:18]([O:20][C:21]([CH3:24])([CH3:23])[CH3:22])=[O:19])[C:8]2[C:13]([CH:14]=1)=[CH:12][C:11]([Cl:15])=[CH:10][C:9]=2[CH2:16]Br)=[O:5].[C-:25]#[N:26].[Na+].[Cl-].[NH4+]. The catalyst is CS(C)=O. The product is [CH3:1][CH2:2][O:3][C:4]([C:6]1[N:7]([C:18]([O:20][C:21]([CH3:24])([CH3:23])[CH3:22])=[O:19])[C:8]2[C:13]([CH:14]=1)=[CH:12][C:11]([Cl:15])=[CH:10][C:9]=2[CH2:16][C:25]#[N:26])=[O:5]. The yield is 0.360. (4) The reactants are [CH2:1]([N:8]1[C:16]2[C:11](=[CH:12][C:13]([NH:17][C:18]3[N:26]=[CH:25][C:24]([F:27])=[CH:23][C:19]=3[C:20](O)=[O:21])=[CH:14][CH:15]=2)[CH:10]=[N:9]1)[C:2]1[CH:7]=[CH:6][CH:5]=[CH:4][CH:3]=1.[NH2:28][C@@H:29]1[CH2:34][CH2:33][C@H:32]([NH:35][C:36]([C:38]2[N:39]=[C:40]3[CH:45]=[CH:44][CH:43]=[CH:42][N:41]3[CH:46]=2)=[O:37])[CH2:31][CH2:30]1.C(N(CC)CC)C. The catalyst is C(#N)C. The product is [CH2:1]([N:8]1[C:16]2[C:11](=[CH:12][C:13]([NH:17][C:18]3[C:19]([C:20]([NH:28][C@@H:29]4[CH2:30][CH2:31][C@H:32]([NH:35][C:36]([C:38]5[N:39]=[C:40]6[CH:45]=[CH:44][CH:43]=[CH:42][N:41]6[CH:46]=5)=[O:37])[CH2:33][CH2:34]4)=[O:21])=[CH:23][C:24]([F:27])=[CH:25][N:26]=3)=[CH:14][CH:15]=2)[CH:10]=[N:9]1)[C:2]1[CH:7]=[CH:6][CH:5]=[CH:4][CH:3]=1. The yield is 0.100. (5) The reactants are [Cl:1][C:2]1[S:3][C:4]2[CH:10]=[C:9]([OH:11])[CH:8]=[CH:7][C:5]=2[N:6]=1.[CH:12](O)([CH3:14])[CH3:13].C1(P(C2C=CC=CC=2)C2C=CC=CC=2)C=CC=CC=1.CC(OC(/N=N/C(OC(C)C)=O)=O)C. The catalyst is C1COCC1. The product is [Cl:1][C:2]1[S:3][C:4]2[CH:10]=[C:9]([O:11][CH:12]([CH3:14])[CH3:13])[CH:8]=[CH:7][C:5]=2[N:6]=1. The yield is 0.910. (6) The product is [C:18]([O:37][CH2:2][CH2:3][O:4][C:5]1[CH:6]=[C:7]([N+:15]([O-:17])=[O:16])[C:8]([CH:9]=[O:10])=[CH:11][C:12]=1[O:13][CH3:14])(=[O:36])[CH2:19][CH2:20][CH2:21][CH2:22][CH2:23][CH2:24][CH2:25][CH2:26][CH2:27][CH2:28][CH2:29][CH2:30][CH2:31][CH2:32][CH2:33][CH2:34][CH3:35]. The reactants are Br[CH2:2][CH2:3][O:4][C:5]1[C:12]([O:13][CH3:14])=[CH:11][C:8]([CH:9]=[O:10])=[C:7]([N+:15]([O-:17])=[O:16])[CH:6]=1.[C:18]([OH:37])(=[O:36])[CH2:19][CH2:20][CH2:21][CH2:22][CH2:23][CH2:24][CH2:25][CH2:26][CH2:27][CH2:28][CH2:29][CH2:30][CH2:31][CH2:32][CH2:33][CH2:34][CH3:35].C(=O)([O-])[O-].[K+].[K+].[I-].[Na+]. The yield is 0.911. The catalyst is CN(C)C=O. (7) The reactants are N12CCCN=C1CCCCC2.[Br:12][CH:13]([C:16]1[C:24]2[O:23][C:22]([C:25]3[CH:30]=[CH:29][C:28]([OH:31])=[CH:27][CH:26]=3)=[N:21][C:20]=2[CH:19]=[C:18]([OH:32])[CH:17]=1)[CH2:14]Br.Cl. The catalyst is C(#N)C. The product is [Br:12][C:13]([C:16]1[C:24]2[O:23][C:22]([C:25]3[CH:30]=[CH:29][C:28]([OH:31])=[CH:27][CH:26]=3)=[N:21][C:20]=2[CH:19]=[C:18]([OH:32])[CH:17]=1)=[CH2:14]. The yield is 0.580.